From a dataset of Reaction yield outcomes from USPTO patents with 853,638 reactions. Predict the reaction yield, written as a fraction of the theoretical maximum amount of product (1.0 means a 100% yield; for example, 0.34 means a 34% yield). (1) The reactants are [CH3:1][C@@H:2]1[C@:7]([CH3:22])([C:8]2[CH:13]=[CH:12][CH:11]=[C:10](OS(C(F)(F)F)(=O)=O)[CH:9]=2)[CH2:6][CH2:5][N:4]([C:23]([O:25][C:26]([CH3:29])([CH3:28])[CH3:27])=[O:24])[CH2:3]1.C(N(CC)CC)C. The catalyst is CO.CS(C)=O.C([O-])(=O)C.[Pd+2].C([O-])(=O)C.C1(P(C2C=CC=CC=2)[C-]2C=CC=C2)C=CC=CC=1.[C-]1(P(C2C=CC=CC=2)C2C=CC=CC=2)C=CC=C1.[Fe+2]. The product is [CH3:26][O:25][C:23]([C:10]1[CH:9]=[C:8]([C@:7]2([CH3:22])[CH2:6][CH2:5][N:4]([C:23]([O:25][C:26]([CH3:29])([CH3:28])[CH3:27])=[O:24])[CH2:3][C@@H:2]2[CH3:1])[CH:13]=[CH:12][CH:11]=1)=[O:24]. The yield is 0.750. (2) The reactants are [O:1]=[C:2]1[C:7]([CH2:8][C:9]2[CH:14]=[CH:13][C:12]([C:15]3[C:16]([C:21]#[N:22])=[CH:17][CH:18]=[CH:19][CH:20]=3)=[CH:11][CH:10]=2)=[C:6]([CH2:23][CH2:24][CH3:25])[N:5]2[N:26]=[CH:27][N:28]=[C:4]2[NH:3]1.Br[CH2:30][CH:31]1[CH2:33][CH2:32]1.C(=O)([O-])[O-].[K+].[K+].CN(C)C(=O)C. The catalyst is C(OCC)(=O)C. The product is [CH:31]1([CH2:30][N:3]2[C:2](=[O:1])[C:7]([CH2:8][C:9]3[CH:10]=[CH:11][C:12]([C:15]4[C:16]([C:21]#[N:22])=[CH:17][CH:18]=[CH:19][CH:20]=4)=[CH:13][CH:14]=3)=[C:6]([CH2:23][CH2:24][CH3:25])[N:5]3[N:26]=[CH:27][N:28]=[C:4]23)[CH2:33][CH2:32]1. The yield is 0.930. (3) The reactants are [N+:1]([C:4]1[CH:5]=[C:6]([CH:10]=[C:11]([C:13]([F:16])([F:15])[F:14])[CH:12]=1)[C:7]([OH:9])=O)([O-])=O.CN(C)C=O.C(Cl)(=O)C(Cl)=O.[NH:28]1[CH2:33][CH2:32][O:31][CH2:30][CH2:29]1. The catalyst is ClCCl.C(OCC)(=O)C. The product is [N:28]1([C:7]([C:6]2[CH:5]=[C:4]([CH:12]=[C:11]([C:13]([F:16])([F:15])[F:14])[CH:10]=2)[NH2:1])=[O:9])[CH2:33][CH2:32][O:31][CH2:30][CH2:29]1. The yield is 0.610. (4) The reactants are [O:1]1[CH2:6][CH2:5][N:4]([CH2:7][CH2:8][O:9][C:10]2[C:18]3[C:13](=[CH:14][CH:15]=[C:16]([N+:19]([O-:21])=[O:20])[CH:17]=3)[N:12](C(OCC)=O)[N:11]=2)[CH2:3][CH2:2]1.[OH-].[K+]. The product is [N+:19]([C:16]1[CH:17]=[C:18]2[C:13](=[CH:14][CH:15]=1)[NH:12][N:11]=[C:10]2[O:9][CH2:8][CH2:7][N:4]1[CH2:3][CH2:2][O:1][CH2:6][CH2:5]1)([O-:21])=[O:20]. The yield is 0.860. The catalyst is CCO.O.